Dataset: Full USPTO retrosynthesis dataset with 1.9M reactions from patents (1976-2016). Task: Predict the reactants needed to synthesize the given product. (1) Given the product [C:18]1([C:11]2[S:10][CH:9]=[C:13]([C:14]([O:16][CH3:17])=[O:15])[CH:12]=2)[CH:19]=[CH:20][CH:21]=[CH:22][CH:23]=1, predict the reactants needed to synthesize it. The reactants are: N(OC(C)(C)C)=O.N[C:9]1[S:10][C:11]([C:18]2[CH:23]=[CH:22][CH:21]=[CH:20][CH:19]=2)=[CH:12][C:13]=1[C:14]([O:16][CH3:17])=[O:15]. (2) Given the product [CH3:29][O:30][C:31](=[O:40])[C:32]1[C:37]([Cl:38])=[CH:36][C:35]([O:8][C:6]2[CH:5]=[CH:4][C:3]([CH:9]([CH3:28])[C:10]([OH:15])([C:16]3[CH:17]=[CH:18][C:19]4[O:24][CH2:23][C:22](=[O:25])[N:21]([CH3:26])[C:20]=4[CH:27]=3)[C:11]([F:12])([F:13])[F:14])=[C:2]([Cl:1])[CH:7]=2)=[N:34][CH:33]=1, predict the reactants needed to synthesize it. The reactants are: [Cl:1][C:2]1[CH:7]=[C:6]([OH:8])[CH:5]=[CH:4][C:3]=1[CH:9]([CH3:28])[C:10]([C:16]1[CH:17]=[CH:18][C:19]2[O:24][CH2:23][C:22](=[O:25])[N:21]([CH3:26])[C:20]=2[CH:27]=1)([OH:15])[C:11]([F:14])([F:13])[F:12].[CH3:29][O:30][C:31](=[O:40])[C:32]1[C:37]([Cl:38])=[CH:36][C:35](Cl)=[N:34][CH:33]=1.C1N2CCN(CC2)C1. (3) Given the product [C:6]([N:8]1[C@@H:9]([CH2:15][CH2:16][CH2:17][CH2:18][CH3:19])[CH2:10][CH2:11][CH2:12][C@@H:13]1[CH3:14])([O:5][C:1]([CH3:4])([CH3:3])[CH3:2])=[O:7], predict the reactants needed to synthesize it. The reactants are: [C:1]([O:5][C:6]([N:8]1[C:13]([CH3:14])=[CH:12][CH2:11][CH2:10][CH:9]1[CH2:15][CH2:16][CH2:17][CH2:18][CH3:19])=[O:7])([CH3:4])([CH3:3])[CH3:2].C([BH3-])#N.[Na+].C(O)(C(F)(F)F)=O.CCOC(C)=O. (4) Given the product [Cl:1][C:2]1[CH:3]=[CH:4][CH:5]=[C:6]2[C:11]=1[N:10]=[C:9]([CH2:12][S:23][C:24]1[N:32]=[CH:31][N:30]=[C:29]3[C:25]=1[N:26]=[CH:27][NH:28]3)[N:8]([C:14]1[CH:19]=[CH:18][CH:17]=[CH:16][C:15]=1[Cl:20])[C:7]2=[O:21], predict the reactants needed to synthesize it. The reactants are: [Cl:1][C:2]1[CH:3]=[CH:4][CH:5]=[C:6]2[C:11]=1[N:10]=[C:9]([CH2:12]Cl)[N:8]([C:14]1[CH:19]=[CH:18][CH:17]=[CH:16][C:15]=1[Cl:20])[C:7]2=[O:21].O.[SH:23][C:24]1[N:32]=[CH:31][N:30]=[C:29]2[C:25]=1[NH:26][CH:27]=[N:28]2.C([O-])([O-])=O.[K+].[K+]. (5) Given the product [CH2:1]([O:8][C:9]([NH:11][C@H:12]1[CH2:32][CH2:33][N:15]([C@H:16]2[CH2:22][CH2:21][C@@H:20]3[CH2:23][C@H:17]2[C:18](=[O:31])[N:19]3[C:24]([O:26][C:27]([CH3:30])([CH3:29])[CH3:28])=[O:25])[C:13]1=[O:14])=[O:10])[C:2]1[CH:7]=[CH:6][CH:5]=[CH:4][CH:3]=1, predict the reactants needed to synthesize it. The reactants are: [CH2:1]([O:8][C:9]([NH:11][C@@H:12]([CH2:32][CH2:33]SC)[C:13]([NH:15][C@H:16]1[CH2:22][CH2:21][C@@H:20]2[CH2:23][C@H:17]1[C:18](=[O:31])[N:19]2[C:24]([O:26][C:27]([CH3:30])([CH3:29])[CH3:28])=[O:25])=[O:14])=[O:10])[C:2]1[CH:7]=[CH:6][CH:5]=[CH:4][CH:3]=1.C([O-])([O-])=O.[Cs+].[Cs+]. (6) Given the product [Br:29][C:28]1[CH:27]=[CH:26][C:10]([CH2:11][N:12]([C:18]2[CH:23]=[CH:22][C:21]([C:24]#[N:25])=[CH:20][CH:19]=2)[N:13]2[CH:14]=[N:15][N:16]=[CH:17]2)=[CH:9][C:8]=1[OH:7], predict the reactants needed to synthesize it. The reactants are: O1CCCCC1[O:7][C:8]1[CH:9]=[C:10]([CH:26]=[CH:27][C:28]=1[Br:29])[CH2:11][N:12]([C:18]1[CH:23]=[CH:22][C:21]([C:24]#[N:25])=[CH:20][CH:19]=1)[N:13]1[CH:17]=[N:16][N:15]=[CH:14]1.C1(C)C=CC(S(O)(=O)=O)=CC=1. (7) Given the product [C:33]([O:32][C:1]([N:9]1[CH2:22][CH2:21][C:20]2[C:19]3[C:18]([Br:23])=[CH:17][CH:16]=[CH:15][C:14]=3[NH:13][C:12]=2[CH2:11][CH2:10]1)=[O:8])([CH3:36])([CH3:35])[CH3:34], predict the reactants needed to synthesize it. The reactants are: [C:1]([N:9]1[CH2:22][CH2:21][C:20]2[C:19]3[C:18]([Br:23])=[CH:17][CH:16]=[CH:15][C:14]=3[NH:13][C:12]=2[CH2:11][CH2:10]1)(=[O:8])C1C=CC=CC=1.[OH-].[K+].C(O)CO.C(OC([O:32][C:33]([CH3:36])([CH3:35])[CH3:34])=O)([O:32][C:33]([CH3:36])([CH3:35])[CH3:34])=O.